This data is from Forward reaction prediction with 1.9M reactions from USPTO patents (1976-2016). The task is: Predict the product of the given reaction. (1) Given the reactants [Br:1][C:2]1[CH:3]=[C:4]([C:9]([OH:11])=[O:10])[C:5](O)=[N:6][CH:7]=1.S(Cl)([Cl:14])=O, predict the reaction product. The product is: [Br:1][C:2]1[CH:3]=[C:4]([C:9]([OH:11])=[O:10])[C:5]([Cl:14])=[N:6][CH:7]=1. (2) The product is: [CH:10]1([CH2:13][CH2:14][NH:15][C:16]([C:18]2[N:19]=[N:20][C:21]([N:24]3[CH2:29][CH2:28][N:27]([C:1](=[O:8])[C:2]4[CH:7]=[CH:6][CH:5]=[CH:4][CH:3]=4)[CH2:26][CH2:25]3)=[CH:22][CH:23]=2)=[O:17])[CH2:12][CH2:11]1. Given the reactants [C:1](Cl)(=[O:8])[C:2]1[CH:7]=[CH:6][CH:5]=[CH:4][CH:3]=1.[CH:10]1([CH2:13][CH2:14][NH:15][C:16]([C:18]2[N:19]=[N:20][C:21]([N:24]3[CH2:29][CH2:28][NH:27][CH2:26][CH2:25]3)=[CH:22][CH:23]=2)=[O:17])[CH2:12][CH2:11]1, predict the reaction product. (3) Given the reactants [O:1]1[CH2:6][CH2:5][N:4]([C:7]2[CH:8]=[C:9]([N+:15]([O-])=O)[C:10]([C:13]#[N:14])=[N:11][CH:12]=2)[CH2:3][CH2:2]1.CC[O:20]C(C)=O, predict the reaction product. The product is: [NH2:15][C:9]1[C:10]([C:13]([NH2:14])=[O:20])=[N:11][CH:12]=[C:7]([N:4]2[CH2:5][CH2:6][O:1][CH2:2][CH2:3]2)[CH:8]=1. (4) The product is: [C:1]([CH2:3][C:4]1[CH:9]=[CH:8][C:7]([C:10]2[CH:11]=[N:12][N:13]([C:17]3[CH:30]=[CH:29][C:20]([C:21]([NH:23][CH2:24][CH2:25][CH2:26][O:27][CH3:28])=[O:22])=[CH:19][N:18]=3)[C:14]=2[OH:15])=[CH:6][C:5]=1[F:31])#[N:2]. Given the reactants [C:1]([CH2:3][C:4]1[CH:9]=[CH:8][C:7]([C:10]2[CH:11]=[N:12][N:13]([C:17]3[CH:30]=[CH:29][C:20]([C:21]([NH:23][CH2:24][CH2:25][CH2:26][O:27][CH3:28])=[O:22])=[CH:19][N:18]=3)[C:14]=2[O:15]C)=[CH:6][C:5]=1[F:31])#[N:2].[Cl-].[Li+], predict the reaction product. (5) Given the reactants C([O:4][C:5]1[C:10]2[CH:11]=[C:12]([CH3:14])[S:13][C:9]=2[CH:8]=[C:7]([C:15]([O:17][CH2:18][CH3:19])=[O:16])[CH:6]=1)(=O)C.C(=O)([O-])[O-].[K+].[K+], predict the reaction product. The product is: [CH2:18]([O:17][C:15]([C:7]1[CH:6]=[C:5]([OH:4])[C:10]2[CH:11]=[C:12]([CH3:14])[S:13][C:9]=2[CH:8]=1)=[O:16])[CH3:19]. (6) Given the reactants [CH:1]1([NH:6][C@H:7]2[CH2:12][CH2:11][CH2:10][N:9]([C:13]([O:15][C:16]([CH3:19])([CH3:18])[CH3:17])=[O:14])[CH2:8]2)[CH2:5][CH2:4][CH2:3][CH2:2]1.[F:20][C:21]([F:31])([F:30])[C:22]1[CH:29]=[CH:28][CH:27]=[CH:26][C:23]=1[CH2:24]Br.C(=O)([O-])[O-].[K+].[K+], predict the reaction product. The product is: [CH:1]1([N:6]([CH2:24][C:23]2[CH:26]=[CH:27][CH:28]=[CH:29][C:22]=2[C:21]([F:20])([F:30])[F:31])[C@H:7]2[CH2:12][CH2:11][CH2:10][N:9]([C:13]([O:15][C:16]([CH3:19])([CH3:18])[CH3:17])=[O:14])[CH2:8]2)[CH2:2][CH2:3][CH2:4][CH2:5]1. (7) Given the reactants [CH:1]([NH:3][NH2:4])=[O:2].C([N:8]([CH2:12][CH2:13][CH3:14])[CH2:9]CC)CC.C(C1C=[CH:20][S:19][C:18]=1[NH:22]C(=O)OC)#N, predict the reaction product. The product is: [N:8]1[CH:9]=[N:4][N:3]2[C:12]=1[C:13]1[CH:14]=[CH:20][S:19][C:18]=1[NH:22][C:1]2=[O:2]. (8) Given the reactants S(Cl)([Cl:3])=O.[CH3:5][C:6]1[N:7]=[C:8]2[N:16]([C:17]3[C:22]([CH3:23])=[CH:21][C:20]([CH3:24])=[CH:19][C:18]=3[CH3:25])[C:15]3[N:14]=[CH:13][CH:12]=[CH:11][C:10]=3[N:9]2[C:26]=1[CH2:27]O, predict the reaction product. The product is: [Cl:3][CH2:27][C:26]1[N:9]2[C:10]3[CH:11]=[CH:12][CH:13]=[N:14][C:15]=3[N:16]([C:17]3[C:22]([CH3:23])=[CH:21][C:20]([CH3:24])=[CH:19][C:18]=3[CH3:25])[C:8]2=[N:7][C:6]=1[CH3:5]. (9) Given the reactants FC(F)(F)C(O)=O.[F:8][C:9]1[CH:10]=[C:11]([N:16]2[C:21](=[O:22])[C:20]3[S:23][CH:24]=[CH:25][C:19]=3[N:18]=[C:17]2[CH:26]([NH:29][C:30]2[N:38]=[CH:37][N:36]=[C:35]3[C:31]=2[N:32]=[CH:33][N:34]3C2CCCCO2)[CH2:27][CH3:28])[CH:12]=[C:13]([F:15])[CH:14]=1, predict the reaction product. The product is: [F:15][C:13]1[CH:12]=[C:11]([N:16]2[C:21](=[O:22])[C:20]3[S:23][CH:24]=[CH:25][C:19]=3[N:18]=[C:17]2[CH:26]([NH:29][C:30]2[N:38]=[CH:37][N:36]=[C:35]3[C:31]=2[N:32]=[CH:33][NH:34]3)[CH2:27][CH3:28])[CH:10]=[C:9]([F:8])[CH:14]=1.